From a dataset of Experimentally validated miRNA-target interactions with 360,000+ pairs, plus equal number of negative samples. Binary Classification. Given a miRNA mature sequence and a target amino acid sequence, predict their likelihood of interaction. (1) The miRNA is mmu-miR-290a-5p with sequence ACUCAAACUAUGGGGGCACUUU. The protein sequence of the target gene is MPEQSNDYRVVVFGAGGVGKSSLVLRFVKGTFRDTYIPTIEDTYRQVISCDKSVCTLQITDTTGSHQFPAMQRLSISKGHAFILVFSVTSKQSLDELSPIYKLIVQIKGSVEDIPIMLVGNKCDETQREVHTREAQAVAQEWKCAFMETSAKMNYNVKELFQELLTLETRRSVSLSVDGKRSSKQKRADRIKGKCALM. Result: 0 (no interaction). (2) The miRNA is hsa-miR-4644 with sequence UGGAGAGAGAAAAGAGACAGAAG. The protein sequence of the target gene is MYRDPEAASPGAPSRDVLLVSAIITVSLSVTVVLCGLCHWCQRKLGKRYKNSLETVGTPDSGRGRSEKKAIKLPAGGKAVNTAPVPGQTPHDESDRRTEPRSSVSDLVNSLTSEMLMLSPGSEEDEAHEGCSRENLGRIQFSVGYNFQESTLTVKIMKAQELPAKDFSGTSDPFVKIYLLPDKKHKLETKVKRKNLNPHWNETFLFEGFPYEKVVQRILYLQVLDYDRFSRNDPIGEVSIPLNKVDLTQMQTFWKDLKPCSDGSGSRGELLLSLCYNPSANSIIVNIIKARNLKAMDIGG.... Result: 1 (interaction). (3) The miRNA is hsa-miR-676-3p with sequence CUGUCCUAAGGUUGUUGAGUU. The protein sequence of the target gene is MRFQGVGLCLGLLFITVNADFMDDGVEVEDFSENSDESNIKDEPSSGTFKYKTPQPIGEVYFTETFDSGNLAGWVLSKAKKDDMDSEIAIYDGRWEIEELKENQVPGDRGLVLKSKAKHHAIAAVLEKPFIFADKPLIVQYEVNFQDGIDCGGAYIKLLADTGDLILENFYDKTSYTIMFGPDKCGEDYKLHLIFRHKHPKTGVFEEKHAKPPDVDLKEFFTDRKTHLYTLVMNPDDTFEVLIDQKVVNQGTLLDDVVPPINPPREIDDPSDKKPEEWDDRAKIPDPTAVRPEDWDENEP.... Result: 0 (no interaction). (4) The miRNA is hsa-let-7d-5p with sequence AGAGGUAGUAGGUUGCAUAGUU. The protein sequence of the target gene is MSAGGGRAFAWQVFPPMPTCRVYGTVAHQDGHLLVLGGCGRAGLPLDTAETLDMASHTWLALAPLPTARAGAAAVVLGKQVLVVGGVDEVQSPVAAVEAFLMDEGRWERRATLPQAAMGVATVERDGMVYALGGMGPDTAPQAQVRVYEPRRDCWLSLPSMPTPCYGASTFLHGNKIYVLGGRQGKLPVTAFEAFDLEARTWTRHPSLPSRRAFAGCAMAEGSVFSLGGLQQPGPHNFYSRPHFVNTVEMFDLEHGSWTKLPRSLRMRDKRADFVVGSLGGHIVAIGGLGNQPCPLGSVE.... Result: 1 (interaction). (5) The miRNA is mmu-miR-759 with sequence GCAGAGUGCAAACAAUUUUGAC. The protein sequence of the target gene is MSRHMRAPRFDPRAGFHAEGKDRGPSVPQGLLKAARSSGQLNLAGRNLGEVPQCVWRINVDIPEEANQNLSFSSTERWWDQTDLTKLIISSNKLQSLSDDLRLLPALTVLDIHDNQLTSLPSAIRELDNLQKLNVSHNKLKILPEEITSLKNLRTLHLQHNELTCIPEGFEHLSCLEDLDLSSNRLATVPADFALLSSLLRLNLSSNQLKNLPAEISRMKRLKHLDCDANLLETVPPDVGSMESLELLYLRRNKLRVLPEFPSCRQLKELHLAENQIEKLGAEHLQHLQAILVLDLRGNK.... Result: 0 (no interaction). (6) The protein sequence of the target gene is MWRAKLRRGTCEPAVKGSPSACYSPSSPVQVLEDSTYFSPDFQLYSGRHETSALTVEATSSIREKVVEDPLCNFHSPNFLRISEVEMRGSEDAAAGTVLQRLIQEQLRYGTPTENMNLLAIQHQATGSAGPAHPTNNFSSTENLTQEDPQMVYQSARQEPQGQEHQVDNTVMEKQVRSTQPQQNNEELPTYEEAKAQSQFFRGQQQQQQQQGAVGHGYYMAGGTSQKSRTEGRPTVNRANSGQAHKDEALKELKQGHVRSLSERIMQLSLERNGAKQHLPGSGNGKGFKVGGGPSPAQPA.... Result: 1 (interaction). The miRNA is hsa-miR-660-3p with sequence ACCUCCUGUGUGCAUGGAUUA.